Dataset: Full USPTO retrosynthesis dataset with 1.9M reactions from patents (1976-2016). Task: Predict the reactants needed to synthesize the given product. (1) Given the product [Br:1][C:2]1[CH:15]=[C:14]([CH3:16])[C:5]([O:6][C:7]2[CH:12]=[CH:11][N:10]=[C:9]([Cl:26])[CH:8]=2)=[C:4]([CH3:17])[CH:3]=1, predict the reactants needed to synthesize it. The reactants are: [Br:1][C:2]1[CH:15]=[C:14]([CH3:16])[C:5]([O:6][C:7]2[CH:12]=[CH:11][N+:10]([O-])=[CH:9][CH:8]=2)=[C:4]([CH3:17])[CH:3]=1.C([O-])([O-])=O.[Na+].[Na+].O=P(Cl)(Cl)[Cl:26]. (2) Given the product [CH2:49]([NH:51][C:44](=[O:46])[C:43]([CH3:47])([CH3:48])[CH2:42][C@@H:11]1[CH2:10][C@H:9]([C:6]2[CH:5]=[CH:4][C:3]([O:2][CH3:1])=[CH:8][CH:7]=2)[C@@H:14]([O:15][CH2:16][C:17]2[CH:18]=[CH:19][C:20]3[O:25][CH2:24][CH2:23][N:22]([CH2:26][CH2:27][CH2:28][O:29][CH3:30])[C:21]=3[CH:31]=2)[CH2:13][N:12]1[S:32]([C:35]1[CH:40]=[CH:39][C:38]([CH3:41])=[CH:37][CH:36]=1)(=[O:33])=[O:34])[CH3:50], predict the reactants needed to synthesize it. The reactants are: [CH3:1][O:2][C:3]1[CH:8]=[CH:7][C:6]([C@@H:9]2[C@@H:14]([O:15][CH2:16][C:17]3[CH:18]=[CH:19][C:20]4[O:25][CH2:24][CH2:23][N:22]([CH2:26][CH2:27][CH2:28][O:29][CH3:30])[C:21]=4[CH:31]=3)[CH2:13][N:12]([S:32]([C:35]3[CH:40]=[CH:39][C:38]([CH3:41])=[CH:37][CH:36]=3)(=[O:34])=[O:33])[C@H:11]([CH2:42][C:43]([CH3:48])([CH3:47])[C:44]([OH:46])=O)[CH2:10]2)=[CH:5][CH:4]=1.[CH2:49]([NH2:51])[CH3:50]. (3) The reactants are: [Na].[CH2:2]([C:5]([CH3:7])=[O:6])[CH2:3][CH3:4].[C:8]([O:15][CH2:16][CH3:17])(=[O:14])[C:9]([O:11]CC)=O. Given the product [O:11]=[C:9]([CH2:7][C:5](=[O:6])[CH2:2][CH2:3][CH3:4])[C:8]([O:15][CH2:16][CH3:17])=[O:14], predict the reactants needed to synthesize it. (4) Given the product [F:1][C:2]1[CH:3]=[C:4]([CH:47]=[CH:48][CH:49]=1)[CH2:5][N:6]1[CH:10]=[C:9]([C:11]2[C:19]3[C:14](=[N:15][CH:16]=[C:17]([C:20]4[CH:21]=[CH:22][C:23]([N:31]5[CH2:32][CH2:33][O:34][CH2:35][CH2:36]5)=[C:24]([NH:26][S:27]([CH3:30])(=[O:29])=[O:28])[CH:25]=4)[CH:18]=3)[NH:13][CH:12]=2)[CH:8]=[N:7]1, predict the reactants needed to synthesize it. The reactants are: [F:1][C:2]1[CH:3]=[C:4]([CH:47]=[CH:48][CH:49]=1)[CH2:5][N:6]1[CH:10]=[C:9]([C:11]2[C:19]3[C:14](=[N:15][CH:16]=[C:17]([C:20]4[CH:21]=[CH:22][C:23]([N:31]5[CH2:36][CH2:35][O:34][CH2:33][CH2:32]5)=[C:24]([NH:26][S:27]([CH3:30])(=[O:29])=[O:28])[CH:25]=4)[CH:18]=3)[N:13](S(C3C=CC(C)=CC=3)(=O)=O)[CH:12]=2)[CH:8]=[N:7]1.[OH-].[Li+].